This data is from Forward reaction prediction with 1.9M reactions from USPTO patents (1976-2016). The task is: Predict the product of the given reaction. (1) Given the reactants [F:1][C:2]1[CH:3]=[C:4]([CH:8]=[C:9]([F:13])[C:10]=1[CH:11]=[O:12])[C:5](O)=[O:6].C(Cl)(=O)C(Cl)=O.[CH3:20][NH2:21].Cl, predict the reaction product. The product is: [F:1][C:2]1[CH:3]=[C:4]([CH:8]=[C:9]([F:13])[C:10]=1[CH:11]=[O:12])[C:5]([NH:21][CH3:20])=[O:6]. (2) Given the reactants [CH3:1][C@H:2]1[NH:7][C@@H:6]([CH3:8])[CH2:5][N:4]([C:9]2[N:14]=[C:13]([NH2:15])[C:12]([O:16][CH3:17])=[CH:11][CH:10]=2)[CH2:3]1.C(N(CC)CC)C.[C:25](O[C:25]([O:27][C:28]([CH3:31])([CH3:30])[CH3:29])=[O:26])([O:27][C:28]([CH3:31])([CH3:30])[CH3:29])=[O:26], predict the reaction product. The product is: [NH2:15][C:13]1[N:14]=[C:9]([N:4]2[CH2:3][C@H:2]([CH3:1])[N:7]([C:25]([O:27][C:28]([CH3:31])([CH3:30])[CH3:29])=[O:26])[C@H:6]([CH3:8])[CH2:5]2)[CH:10]=[CH:11][C:12]=1[O:16][CH3:17]. (3) Given the reactants [CH2:1]([N:8](CC1C=CC([N+]([O-])=O)=CC=1)CC1C=CC([N+]([O-])=O)=CC=1)C1C=CC=CC=1.O=C[C@@H]([C@H]([C@@H]([C@@H]([CH2:39][OH:40])O)O)O)O.[Mg+2].[Cl-].[Cl-].[Cl-].[Cl-].[Ca+2].[CH2:47]1[N:52]([CH2:53]CO)[CH2:51][CH2:50][N:49]([CH2:56]CS(O)(=O)=O)[CH2:48]1.CCC[N:65](S(C1C=CC(C(O)=O)=CC=1)(=O)=O)CCC.[OH-:81].[Na+], predict the reaction product. The product is: [N:8]1([C:39](=[O:40])[C:50]2[N:49]([CH3:48])[CH:56]=[N:65][C:51]=2[N:52]([CH3:47])[C:53]1=[O:81])[CH3:1]. (4) Given the reactants C(=O)([O-])[O-].[K+].[K+].C1(S([N:16]2[C:20]3=[N:21][CH:22]=[CH:23][CH:24]=[C:19]3[C:18]([C:25]3[C:29]([C:30]4[CH:35]=[CH:34][CH:33]=[CH:32][N:31]=4)=[N:28][N:27]4[CH2:36][CH2:37][CH2:38][C:26]=34)=[CH:17]2)(=O)=O)C=CC=CC=1, predict the reaction product. The product is: [N:31]1[CH:32]=[CH:33][CH:34]=[CH:35][C:30]=1[C:29]1[C:25]([C:18]2[C:19]3[C:20](=[N:21][CH:22]=[CH:23][CH:24]=3)[NH:16][CH:17]=2)=[C:26]2[CH2:38][CH2:37][CH2:36][N:27]2[N:28]=1. (5) The product is: [CH2:9]([O:8][C:5]1[N:6]=[CH:7][C:2]([C:19]2[C:18]([CH3:17])=[N:23][CH:22]=[C:21]([NH2:24])[CH:20]=2)=[CH:3][C:4]=1[N:11]1[CH2:16][CH2:15][O:14][CH2:13][CH2:12]1)[CH3:10]. Given the reactants Br[C:2]1[CH:3]=[C:4]([N:11]2[CH2:16][CH2:15][O:14][CH2:13][CH2:12]2)[C:5]([O:8][CH2:9][CH3:10])=[N:6][CH:7]=1.[CH3:17][C:18]1[N:23]=[CH:22][C:21]([NH2:24])=[CH:20][C:19]=1B1OC(C)(C)C(C)(C)O1, predict the reaction product. (6) Given the reactants [CH3:1][C:2]1[C:6]([N+:7]([O-:9])=[O:8])=[CH:5][N:4]([C:10]([C:13]2[NH:17][CH:16]=[N:15][N:14]=2)([CH3:12])[CH3:11])[N:3]=1.Br[CH:19]([CH3:21])[CH3:20].C([O-])([O-])=O.[Cs+].[Cs+], predict the reaction product. The product is: [CH:19]([C:13]1([C:10]([N:4]2[CH:5]=[C:6]([N+:7]([O-:9])=[O:8])[C:2]([CH3:1])=[N:3]2)([CH3:12])[CH3:11])[N:17]=[CH:16][NH:15][NH:14]1)([CH3:21])[CH3:20]. (7) The product is: [Cl:1][C:2]1[C:3]([OH:19])=[CH:4][C:5]([OH:17])=[C:6]([NH:8][C:9](=[O:16])[C:10]2[CH:15]=[CH:14][CH:13]=[CH:12][CH:11]=2)[CH:7]=1. Given the reactants [Cl:1][C:2]1[C:3]([O:19]C)=[CH:4][C:5]([O:17]C)=[C:6]([NH:8][C:9](=[O:16])[C:10]2[CH:15]=[CH:14][CH:13]=[CH:12][CH:11]=2)[CH:7]=1, predict the reaction product.